From a dataset of Peptide-MHC class I binding affinity with 185,985 pairs from IEDB/IMGT. Regression. Given a peptide amino acid sequence and an MHC pseudo amino acid sequence, predict their binding affinity value. This is MHC class I binding data. (1) The peptide sequence is RLDKPLWLH. The MHC is HLA-A02:01 with pseudo-sequence HLA-A02:01. The binding affinity (normalized) is 0.0847. (2) The binding affinity (normalized) is 0.0847. The peptide sequence is QQLEADYTF. The MHC is HLA-A03:01 with pseudo-sequence HLA-A03:01. (3) The peptide sequence is AESICSYWL. The MHC is HLA-A24:03 with pseudo-sequence HLA-A24:03. The binding affinity (normalized) is 0.0847. (4) The peptide sequence is VSLIAIIKGI. The MHC is H-2-Db with pseudo-sequence H-2-Db. The binding affinity (normalized) is 0.0279. (5) The binding affinity (normalized) is 0.454. The MHC is HLA-C08:02 with pseudo-sequence HLA-C08:02. The peptide sequence is FMFDYIPPV. (6) The peptide sequence is EVAEKDAMY. The MHC is HLA-B57:01 with pseudo-sequence HLA-B57:01. The binding affinity (normalized) is 0.0847.